From a dataset of Catalyst prediction with 721,799 reactions and 888 catalyst types from USPTO. Predict which catalyst facilitates the given reaction. (1) Reactant: Br[C:2]1[N:6]([C:7]([CH3:10])([CH3:9])[CH3:8])[N:5]=[CH:4][C:3]=1[C:11]1[S:12][CH:13]=[C:14]([CH2:16][C:17]([NH:19][CH2:20][CH:21]2[CH2:26][CH2:25][O:24][CH2:23][CH2:22]2)=[O:18])[N:15]=1.[Cl:27][C:28]1[CH:33]=[CH:32][C:31](B(O)O)=[CH:30][CH:29]=1.C(=O)([O-])[O-].[K+].[K+]. Product: [C:7]([N:6]1[C:2]([C:31]2[CH:32]=[CH:33][C:28]([Cl:27])=[CH:29][CH:30]=2)=[C:3]([C:11]2[S:12][CH:13]=[C:14]([CH2:16][C:17]([NH:19][CH2:20][CH:21]3[CH2:26][CH2:25][O:24][CH2:23][CH2:22]3)=[O:18])[N:15]=2)[CH:4]=[N:5]1)([CH3:10])([CH3:9])[CH3:8]. The catalyst class is: 149. (2) Reactant: [CH2:1]([O:8][C:9]1[CH:10]=[C:11]([N+:19]([O-])=O)[C:12]([OH:18])=[C:13]([C:15](=[O:17])[CH3:16])[CH:14]=1)[C:2]1[CH:7]=[CH:6][CH:5]=[CH:4][CH:3]=1.ClCCl. Product: [NH2:19][C:11]1[C:12]([OH:18])=[C:13]([C:15](=[O:17])[CH3:16])[CH:14]=[C:9]([O:8][CH2:1][C:2]2[CH:7]=[CH:6][CH:5]=[CH:4][CH:3]=2)[CH:10]=1. The catalyst class is: 847. (3) Reactant: [CH3:1][C:2]1[CH:3]=[CH:4][C:5]([NH:21][C:22]([C:24]2[CH:25]=[CH:26][C:27]([CH2:30][N:31]3[CH2:36][CH2:35][N:34]([CH3:37])[CH2:33][CH2:32]3)=[CH:28][CH:29]=2)=[O:23])=[CH:6][C:7]=1[NH:8][C:9]1[N:10]=[CH:11][CH:12]=[C:13]([C:15]2[CH:16]=[CH:17][CH:18]=[N:19][CH:20]=2)[N:14]=1.C1(C)C(C)=CC=CC=1.[CH:46]1[C:51](/[CH:52]=[CH:53]/[C:54]([OH:56])=[O:55])=[CH:50][CH:49]=[C:48]([OH:57])[CH:47]=1. Product: [CH3:1][C:2]1[CH:3]=[CH:4][C:5]([NH:21][C:22]([C:24]2[CH:29]=[CH:28][C:27]([CH2:30][N:31]3[CH2:32][CH2:33][N:34]([CH3:37])[CH2:35][CH2:36]3)=[CH:26][CH:25]=2)=[O:23])=[CH:6][C:7]=1[NH:8][C:9]1[N:10]=[CH:11][CH:12]=[C:13]([C:15]2[CH:16]=[CH:17][CH:18]=[N:19][CH:20]=2)[N:14]=1.[CH:46]1[C:51](/[CH:52]=[CH:53]/[C:54]([OH:56])=[O:55])=[CH:50][CH:49]=[C:48]([OH:57])[CH:47]=1. The catalyst class is: 5. (4) Reactant: [F:1][C:2]([F:31])([F:30])[S:3]([O:6][C:7]1[CH:8]=[CH:9][C:10]2[C:11](=[O:29])[C:12]3[C:17]([O:18][C:19]=2[CH:20]=1)=[CH:16][C:15](OS(C(F)(F)F)(=O)=O)=[CH:14][CH:13]=3)(=[O:5])=[O:4].[NH:32]1[CH2:37][CH2:36][CH2:35][CH2:34][CH2:33]1. Product: [F:31][C:2]([F:1])([F:30])[S:3]([O:6][C:7]1[CH:8]=[CH:9][C:10]2[C:11](=[O:29])[C:12]3[C:17]([O:18][C:19]=2[CH:20]=1)=[CH:16][C:15]([N:32]1[CH2:37][CH2:36][CH2:35][CH2:34][CH2:33]1)=[CH:14][CH:13]=3)(=[O:4])=[O:5]. The catalyst class is: 549. (5) Reactant: [O:1]1[CH:6]([C:7]([N:9]2[CH2:14][CH2:13][NH:12][CH2:11][CH2:10]2)=[O:8])[CH2:5][O:4][C:3]2[CH:15]=[CH:16][CH:17]=[CH:18][C:2]1=2.F[C:20]1[CH:27]=[CH:26][C:25]([F:28])=[CH:24][C:21]=1[CH:22]=[O:23].C([O-])([O-])=O.[K+].[K+]. Product: [O:1]1[CH:6]([C:7]([N:9]2[CH2:10][CH2:11][N:12]([C:20]3[CH:27]=[CH:26][C:25]([F:28])=[CH:24][C:21]=3[CH:22]=[O:23])[CH2:13][CH2:14]2)=[O:8])[CH2:5][O:4][C:3]2[CH:15]=[CH:16][CH:17]=[CH:18][C:2]1=2. The catalyst class is: 3. (6) Reactant: Cl.Cl.[O:3]1[C:12]2[C:7](=[CH:8][CH:9]=[CH:10][CH:11]=2)[C@H:6]([NH:13][C:14]([C@@H:16]2[CH2:21][N:20]3[CH2:22][C:23]([F:26])([F:25])[CH2:24][C@@H:19]3[CH2:18][NH:17]2)=[O:15])[CH2:5][CH2:4]1.[CH2:27]([O:34][C:35]([NH:37][C@@H:38]([CH:42]1[CH2:47][CH2:46][C:45]([F:49])([F:48])[CH2:44][CH2:43]1)[C:39](O)=[O:40])=[O:36])[C:28]1[CH:33]=[CH:32][CH:31]=[CH:30][CH:29]=1.F[P-](F)(F)(F)(F)F.N1(OC(N(C)C)=[N+](C)C)C2N=CC=CC=2N=N1.C(N(CC)C(C)C)(C)C. Product: [CH2:27]([O:34][C:35](=[O:36])[NH:37][C@@H:38]([CH:42]1[CH2:43][CH2:44][C:45]([F:49])([F:48])[CH2:46][CH2:47]1)[C:39]([N:17]1[C@H:16]([C:14](=[O:15])[NH:13][C@H:6]2[C:7]3[C:12](=[CH:11][CH:10]=[CH:9][CH:8]=3)[O:3][CH2:4][CH2:5]2)[CH2:21][N:20]2[CH2:22][C:23]([F:25])([F:26])[CH2:24][C@@H:19]2[CH2:18]1)=[O:40])[C:28]1[CH:29]=[CH:30][CH:31]=[CH:32][CH:33]=1. The catalyst class is: 42. (7) The catalyst class is: 4. Product: [OH:2][C:3]1[CH:4]=[C:5]([CH:8]=[C:9]([C:11]2[C:19]3[C:18]([NH:20][C@H:21]([C:23]4[N:28]([C:29]5[CH:34]=[CH:33][CH:32]=[CH:31][CH:30]=5)[C:27](=[O:35])[C:26]5=[C:36]([CH3:39])[CH:37]=[CH:38][N:25]5[N:24]=4)[CH3:22])=[N:17][CH:16]=[N:15][C:14]=3[NH:13][CH:12]=2)[CH:10]=1)[C:6]#[N:7]. Reactant: C[O:2][C:3]1[CH:4]=[C:5]([CH:8]=[C:9]([C:11]2[C:19]3[C:18]([NH:20][C@H:21]([C:23]4[N:28]([C:29]5[CH:34]=[CH:33][CH:32]=[CH:31][CH:30]=5)[C:27](=[O:35])[C:26]5=[C:36]([CH3:39])[CH:37]=[CH:38][N:25]5[N:24]=4)[CH3:22])=[N:17][CH:16]=[N:15][C:14]=3[N:13](COCC[Si](C)(C)C)[CH:12]=2)[CH:10]=1)[C:6]#[N:7].B(Br)(Br)Br.N. (8) Reactant: [OH:1][C:2]1[CH:10]=[C:9]2[C:5]([CH2:6][CH2:7][CH2:8]2)=[CH:4][C:3]=1[NH:11][C:12](=[O:18])[O:13][C:14]([CH3:17])([CH3:16])[CH3:15].Br[CH2:20][C:21]1[N:22]=[CH:23][C:24]([C:27]([O:29][CH2:30][CH3:31])=[O:28])=[N:25][CH:26]=1.C(=O)([O-])[O-].[K+].[K+].C(O)(=O)CC(CC(O)=O)(C(O)=O)O. Product: [C:14]([O:13][C:12]([NH:11][C:3]1[CH:4]=[C:5]2[C:9]([CH2:8][CH2:7][CH2:6]2)=[CH:10][C:2]=1[O:1][CH2:20][C:21]1[N:22]=[CH:23][C:24]([C:27]([O:29][CH2:30][CH3:31])=[O:28])=[N:25][CH:26]=1)=[O:18])([CH3:15])([CH3:17])[CH3:16]. The catalyst class is: 3. (9) Reactant: C(OC([Cl:6])=O)C.[CH2:7]([NH:9][C:10]([CH:12]1[CH2:15][C:14]([F:29])([C:16]2[CH:21]=[CH:20][C:19]([CH2:22]N3CCCC3)=[C:18]([F:28])[CH:17]=2)[CH2:13]1)=[O:11])[CH3:8]. Product: [CH2:7]([NH:9][C:10]([CH:12]1[CH2:15][C:14]([C:16]2[CH:21]=[CH:20][C:19]([CH2:22][Cl:6])=[C:18]([F:28])[CH:17]=2)([F:29])[CH2:13]1)=[O:11])[CH3:8]. The catalyst class is: 26.